Dataset: Forward reaction prediction with 1.9M reactions from USPTO patents (1976-2016). Task: Predict the product of the given reaction. (1) Given the reactants Br[CH2:2][C:3]1[CH:8]=[CH:7][C:6]([C:9]#[N:10])=[CH:5][CH:4]=1.[Na].[NH:12]1[CH:16]=[N:15][CH:14]=[N:13]1, predict the reaction product. The product is: [N:12]1([CH2:2][C:3]2[CH:8]=[CH:7][C:6]([C:9]#[N:10])=[CH:5][CH:4]=2)[CH:16]=[N:15][CH:14]=[N:13]1. (2) Given the reactants [CH2:1]([NH:5][CH2:6][C:7]1[CH:12]=[CH:11][CH:10]=[C:9]([O:13][CH3:14])[C:8]=1[O:15][CH3:16])[CH2:2][CH2:3][CH3:4].[CH2:17]([O:19][C@H:20]([C:33]([O:35][CH2:36][CH3:37])=[O:34])[CH2:21][C:22]1[CH:32]=[CH:31][C:25]([O:26][CH2:27][C:28](O)=[O:29])=[CH:24][CH:23]=1)[CH3:18], predict the reaction product. The product is: [CH2:1]([N:5]([CH2:6][C:7]1[CH:12]=[CH:11][CH:10]=[C:9]([O:13][CH3:14])[C:8]=1[O:15][CH3:16])[C:28](=[O:29])[CH2:27][O:26][C:25]1[CH:24]=[CH:23][C:22]([CH2:21][C@H:20]([O:19][CH2:17][CH3:18])[C:33]([O:35][CH2:36][CH3:37])=[O:34])=[CH:32][CH:31]=1)[CH2:2][CH2:3][CH3:4]. (3) Given the reactants [OH:1][C:2]1[CH:7]=[CH:6][C:5](B(O)O)=[CH:4][CH:3]=1.Cl[C:12]1[N:17]=[CH:16][C:15]([Cl:18])=[CH:14][N:13]=1, predict the reaction product. The product is: [Cl:18][C:15]1[CH:14]=[N:13][C:12]([C:5]2[CH:6]=[CH:7][C:2]([OH:1])=[CH:3][CH:4]=2)=[N:17][CH:16]=1. (4) Given the reactants C([O:9][C:10]1[N:14]([CH3:15])[N:13]=[C:12]([C:16]([CH3:19])([CH3:18])[CH3:17])[C:11]=1Br)(=O)C1C=CC=CC=1.[CH3:21][N:22]([CH3:34])[C:23]([C:25]1[CH:30]=[CH:29][C:28](B(O)O)=[CH:27][CH:26]=1)=[O:24].C(=O)(O)[O-].[Na+], predict the reaction product. The product is: [C:16]([C:12]1[C:11]([C:28]2[CH:29]=[CH:30][C:25]([C:23]([N:22]([CH3:34])[CH3:21])=[O:24])=[CH:26][CH:27]=2)=[C:10]([OH:9])[N:14]([CH3:15])[N:13]=1)([CH3:17])([CH3:18])[CH3:19].